This data is from TCR-epitope binding with 47,182 pairs between 192 epitopes and 23,139 TCRs. The task is: Binary Classification. Given a T-cell receptor sequence (or CDR3 region) and an epitope sequence, predict whether binding occurs between them. (1) The epitope is FTISVTTEIL. The TCR CDR3 sequence is CASSQDPTTNYGYTF. Result: 1 (the TCR binds to the epitope). (2) The epitope is DRFYKTLRAEQASQEV. The TCR CDR3 sequence is CASSRRTSGGTDTQYF. Result: 1 (the TCR binds to the epitope).